Dataset: Reaction yield outcomes from USPTO patents with 853,638 reactions. Task: Predict the reaction yield, written as a fraction of the theoretical maximum amount of product (1.0 means a 100% yield; for example, 0.34 means a 34% yield). (1) The reactants are [Al+3].[Cl-].[Cl-].[Cl-].C(O[C:9](=[O:11])[CH3:10])(=O)C.[C:12]1([S:18]([N:21]2[C:29]3[C:24](=[CH:25][CH:26]=[CH:27][CH:28]=3)[CH2:23][CH2:22]2)(=[O:20])=[O:19])[CH:17]=[CH:16][CH:15]=[CH:14][CH:13]=1. The catalyst is C(Cl)Cl. The product is [C:12]1([S:18]([N:21]2[C:29]3[C:24](=[CH:25][C:26]([C:9](=[O:11])[CH3:10])=[CH:27][CH:28]=3)[CH2:23][CH2:22]2)(=[O:20])=[O:19])[CH:13]=[CH:14][CH:15]=[CH:16][CH:17]=1. The yield is 0.790. (2) The reactants are [F:1][CH:2]([F:20])[CH2:3][C@@:4]1([C:16]([O:18]C)=[O:17])[CH2:8][C@H:7]([N:9]2[C:13]([CH3:14])=[CH:12][CH:11]=[C:10]2[CH3:15])[CH:6]=[CH:5]1.[OH-].[Na+]. The catalyst is CO. The product is [F:20][CH:2]([F:1])[CH2:3][C@@:4]1([C:16]([OH:18])=[O:17])[CH2:8][C@H:7]([N:9]2[C:10]([CH3:15])=[CH:11][CH:12]=[C:13]2[CH3:14])[CH:6]=[CH:5]1. The yield is 0.920. (3) The reactants are [CH3:1][C:2]1[CH:11]=[CH:10][C:9]2[C:4](=[CH:5][CH:6]=[CH:7][C:8]=2[N:12]2[CH2:17][CH2:16][N:15]([CH2:18][CH2:19][C:20]3[CH:21]=[C:22]([CH:24]=[CH:25][CH:26]=3)[NH2:23])[CH2:14][CH2:13]2)[N:3]=1.[S:27]1[CH:31]=[CH:30][CH:29]=[C:28]1[CH2:32][C:33](Cl)=[O:34]. No catalyst specified. The product is [CH3:1][C:2]1[CH:11]=[CH:10][C:9]2[C:4](=[CH:5][CH:6]=[CH:7][C:8]=2[N:12]2[CH2:13][CH2:14][N:15]([CH2:18][CH2:19][C:20]3[CH:21]=[C:22]([NH:23][C:33](=[O:34])[CH2:32][C:28]4[S:27][CH:31]=[CH:30][CH:29]=4)[CH:24]=[CH:25][CH:26]=3)[CH2:16][CH2:17]2)[N:3]=1. The yield is 0.420. (4) The reactants are [CH:1]([C:3]1[CH:8]=[CH:7][C:6](B(O)O)=[CH:5][CH:4]=1)=[CH2:2].[OH:12][N:13]1[C:21](=[O:22])[C:20]2[C:15](=[CH:16][CH:17]=[CH:18][CH:19]=2)[C:14]1=[O:23].N1C=CC=CC=1. The catalyst is ClCCCl.O.Cl[Cu]. The product is [CH:1]([C:3]1[CH:8]=[CH:7][C:6]([O:12][N:13]2[C:21](=[O:22])[C:20]3[C:15](=[CH:16][CH:17]=[CH:18][CH:19]=3)[C:14]2=[O:23])=[CH:5][CH:4]=1)=[CH2:2]. The yield is 0.630. (5) The reactants are F[P-](F)(F)(F)(F)F.N1(OC(N(C)C)=[N+](C)C)C2N=CC=CC=2N=N1.[C:25]([O:29][C:30]([NH:32][C:33]1([C:48](O)=[O:49])[CH2:38][CH2:37][N:36]([C:39]2[C:40]3[CH:47]=[CH:46][NH:45][C:41]=3[N:42]=[CH:43][N:44]=2)[CH2:35][CH2:34]1)=[O:31])([CH3:28])([CH3:27])[CH3:26].C(N(C(C)C)C(C)C)C.[Cl:60][C:61]1[CH:66]=[CH:65][C:64]([CH:67]([NH2:72])[CH2:68][CH2:69][O:70][CH3:71])=[CH:63][CH:62]=1. The catalyst is CN1C(=O)CCC1.CCOC(C)=O. The product is [Cl:60][C:61]1[CH:62]=[CH:63][C:64]([CH:67]([NH:72][C:48]([C:33]2([NH:32][C:30](=[O:31])[O:29][C:25]([CH3:28])([CH3:27])[CH3:26])[CH2:34][CH2:35][N:36]([C:39]3[C:40]4[CH:47]=[CH:46][NH:45][C:41]=4[N:42]=[CH:43][N:44]=3)[CH2:37][CH2:38]2)=[O:49])[CH2:68][CH2:69][O:70][CH3:71])=[CH:65][CH:66]=1. The yield is 0.692.